Dataset: Reaction yield outcomes from USPTO patents with 853,638 reactions. Task: Predict the reaction yield, written as a fraction of the theoretical maximum amount of product (1.0 means a 100% yield; for example, 0.34 means a 34% yield). (1) The reactants are [CH:1]([N:3]1[C:15]2[C:14]([O:16][CH3:17])=[CH:13][CH:12]=[C:11]([S:18](Cl)(=[O:20])=[O:19])[C:10]=2[C:9]2[C:4]1=[CH:5][CH:6]=[CH:7][CH:8]=2)=[O:2].C([N:24]([CH2:27][CH3:28])CC)C. The catalyst is C(Cl)(Cl)Cl. The product is [CH:1]([N:3]1[C:15]2[C:14]([O:16][CH3:17])=[CH:13][CH:12]=[C:11]([S:18]([NH:24][C:27]3[CH:28]=[CH:4][C:9]([CH3:10])=[CH:8][CH:7]=3)(=[O:20])=[O:19])[C:10]=2[C:9]2[C:4]1=[CH:5][CH:6]=[CH:7][CH:8]=2)=[O:2]. The yield is 0.750. (2) The reactants are [CH3:1][N:2]([CH3:27])[C:3]([S:5][C:6]1[CH:11]=[CH:10][C:9]([CH2:12][CH2:13][CH2:14][CH2:15][N:16]2C(=O)C3=CC=CC=C3C2=O)=[CH:8][CH:7]=1)=[O:4].CN. The catalyst is C(O)C. The product is [CH3:27][N:2]([CH3:1])[C:3]([S:5][C:6]1[CH:11]=[CH:10][C:9]([CH2:12][CH2:13][CH2:14][CH2:15][NH2:16])=[CH:8][CH:7]=1)=[O:4]. The yield is 0.420. (3) The reactants are [C:1]([O:4][C:5](=[O:7])[CH3:6])(=O)[CH3:2].N1C=CC=CC=1.[CH2:14](O)[CH2:15][CH2:16][CH2:17][CH2:18][CH2:19][CH2:20][CH2:21]/[CH:22]=[CH:23]\[CH2:24]/[CH:25]=C/C.CCOC(C)=O. The catalyst is C(Cl)Cl.C(OCC)C. The product is [C:5]([O:4][CH2:1][CH2:2][CH2:25][CH2:24][CH2:23][CH2:22][CH2:21][CH2:20]/[CH:19]=[CH:18]\[CH2:17]/[CH:16]=[CH:15]/[CH3:14])(=[O:7])[CH3:6]. The yield is 0.890.